Task: Regression. Given two drug SMILES strings and cell line genomic features, predict the synergy score measuring deviation from expected non-interaction effect.. Dataset: NCI-60 drug combinations with 297,098 pairs across 59 cell lines (1) Drug 1: C1CN1P(=S)(N2CC2)N3CC3. Drug 2: CC12CCC3C(C1CCC2OP(=O)(O)O)CCC4=C3C=CC(=C4)OC(=O)N(CCCl)CCCl.[Na+]. Cell line: NCI-H522. Synergy scores: CSS=19.8, Synergy_ZIP=-8.81, Synergy_Bliss=-2.66, Synergy_Loewe=-1.47, Synergy_HSA=-0.319. (2) Drug 1: CC(C)NC(=O)C1=CC=C(C=C1)CNNC.Cl. Drug 2: CC(C)CN1C=NC2=C1C3=CC=CC=C3N=C2N. Cell line: U251. Synergy scores: CSS=-36.9, Synergy_ZIP=17.1, Synergy_Bliss=3.79, Synergy_Loewe=-31.1, Synergy_HSA=-30.9. (3) Drug 1: CC1=C2C(C(=O)C3(C(CC4C(C3C(C(C2(C)C)(CC1OC(=O)C(C(C5=CC=CC=C5)NC(=O)C6=CC=CC=C6)O)O)OC(=O)C7=CC=CC=C7)(CO4)OC(=O)C)O)C)OC(=O)C. Drug 2: CC1=C(C(=O)C2=C(C1=O)N3CC4C(C3(C2COC(=O)N)OC)N4)N. Cell line: OVCAR-5. Synergy scores: CSS=60.3, Synergy_ZIP=6.80, Synergy_Bliss=4.93, Synergy_Loewe=4.75, Synergy_HSA=7.46. (4) Drug 1: C(CC(=O)O)C(=O)CN.Cl. Drug 2: C1CNP(=O)(OC1)N(CCCl)CCCl. Cell line: SR. Synergy scores: CSS=21.0, Synergy_ZIP=-4.69, Synergy_Bliss=0.107, Synergy_Loewe=0.838, Synergy_HSA=-0.111. (5) Synergy scores: CSS=-1.01, Synergy_ZIP=-0.807, Synergy_Bliss=-0.397, Synergy_Loewe=-2.90, Synergy_HSA=-2.90. Drug 1: CN(C)C1=NC(=NC(=N1)N(C)C)N(C)C. Drug 2: CC1=CC=C(C=C1)C2=CC(=NN2C3=CC=C(C=C3)S(=O)(=O)N)C(F)(F)F. Cell line: SF-539. (6) Drug 1: CCCCC(=O)OCC(=O)C1(CC(C2=C(C1)C(=C3C(=C2O)C(=O)C4=C(C3=O)C=CC=C4OC)O)OC5CC(C(C(O5)C)O)NC(=O)C(F)(F)F)O. Drug 2: C(CC(=O)O)C(=O)CN.Cl. Cell line: ACHN. Synergy scores: CSS=36.2, Synergy_ZIP=-1.15, Synergy_Bliss=2.22, Synergy_Loewe=-6.31, Synergy_HSA=2.17. (7) Drug 1: CC12CCC(CC1=CCC3C2CCC4(C3CC=C4C5=CN=CC=C5)C)O. Drug 2: C1=CN(C=N1)CC(O)(P(=O)(O)O)P(=O)(O)O. Cell line: SK-MEL-28. Synergy scores: CSS=5.43, Synergy_ZIP=0.937, Synergy_Bliss=4.08, Synergy_Loewe=1.53, Synergy_HSA=1.78. (8) Drug 1: CS(=O)(=O)C1=CC(=C(C=C1)C(=O)NC2=CC(=C(C=C2)Cl)C3=CC=CC=N3)Cl. Drug 2: CCN(CC)CCCC(C)NC1=C2C=C(C=CC2=NC3=C1C=CC(=C3)Cl)OC. Cell line: COLO 205. Synergy scores: CSS=48.6, Synergy_ZIP=4.02, Synergy_Bliss=0.0214, Synergy_Loewe=-34.4, Synergy_HSA=-4.75. (9) Drug 1: C1=CC(=CC=C1CCC2=CNC3=C2C(=O)NC(=N3)N)C(=O)NC(CCC(=O)O)C(=O)O. Drug 2: CN1C(=O)N2C=NC(=C2N=N1)C(=O)N. Cell line: NCIH23. Synergy scores: CSS=-0.381, Synergy_ZIP=0.794, Synergy_Bliss=2.41, Synergy_Loewe=-2.25, Synergy_HSA=0.505. (10) Drug 1: C1=C(C(=O)NC(=O)N1)N(CCCl)CCCl. Drug 2: CC1C(C(CC(O1)OC2CC(CC3=C2C(=C4C(=C3O)C(=O)C5=CC=CC=C5C4=O)O)(C(=O)C)O)N)O. Cell line: HCC-2998. Synergy scores: CSS=73.3, Synergy_ZIP=-7.62, Synergy_Bliss=-3.92, Synergy_Loewe=-2.63, Synergy_HSA=-1.49.